This data is from Reaction yield outcomes from USPTO patents with 853,638 reactions. The task is: Predict the reaction yield, written as a fraction of the theoretical maximum amount of product (1.0 means a 100% yield; for example, 0.34 means a 34% yield). (1) The reactants are [CH3:1][C:2]1[N:3]=[C:4]2[CH:12]=[CH:11][CH:10]=[C:9]3[N:5]2[C:6]=1[C:7](=[O:13])[NH:8]3.[H-].[Na+].Br[CH2:17][CH2:18][CH2:19][CH2:20][CH2:21][N:22]1[C:26](=[O:27])[C:25]2=[CH:28][CH:29]=[CH:30][CH:31]=[C:24]2[C:23]1=[O:32].O. The catalyst is CN(C=O)C. The product is [CH3:1][C:2]1[N:3]=[C:4]2[CH:12]=[CH:11][CH:10]=[C:9]3[N:5]2[C:6]=1[C:7](=[O:13])[N:8]3[CH2:17][CH2:18][CH2:19][CH2:20][CH2:21][N:22]1[C:23](=[O:32])[C:24]2=[CH:31][CH:30]=[CH:29][CH:28]=[C:25]2[C:26]1=[O:27]. The yield is 0.594. (2) The reactants are [CH3:1][N:2]1[C:6]([C:7]([O:9][CH3:10])=[O:8])=[CH:5][C:4](B2OC(C)(C)C(C)(C)O2)=[N:3]1.Br[C:21]1[CH:26]=[CH:25][C:24]([C:27]([F:30])([F:29])[F:28])=[CH:23][CH:22]=1.C(=O)([O-])[O-].[Na+].[Na+].S([O-])([O-])(=O)=O.[Na+].[Na+]. The catalyst is O.O1CCOCC1.Cl[Pd](Cl)([P](C1C=CC=CC=1)(C1C=CC=CC=1)C1C=CC=CC=1)[P](C1C=CC=CC=1)(C1C=CC=CC=1)C1C=CC=CC=1. The product is [CH3:1][N:2]1[C:6]([C:7]([O:9][CH3:10])=[O:8])=[CH:5][C:4]([C:21]2[CH:26]=[CH:25][C:24]([C:27]([F:30])([F:29])[F:28])=[CH:23][CH:22]=2)=[N:3]1. The yield is 0.350. (3) The reactants are [NH2:1][C:2]1[N:10]=[CH:9][CH:8]=[CH:7][C:3]=1[C:4]([OH:6])=O.C(O)(=O)C.[CH:15](N)=[NH:16]. The catalyst is C(OCCO)C. The product is [N:1]1[C:2]2[N:10]=[CH:9][CH:8]=[CH:7][C:3]=2[C:4]([OH:6])=[N:16][CH:15]=1. The yield is 0.560. (4) The reactants are [Cl:1][C:2]1[N:10]=[C:9]([Cl:11])[C:8]([Cl:12])=[CH:7][C:3]=1[C:4]([NH2:6])=O. The catalyst is O=P(Cl)(Cl)Cl. The product is [Cl:1][C:2]1[N:10]=[C:9]([Cl:11])[C:8]([Cl:12])=[CH:7][C:3]=1[C:4]#[N:6]. The yield is 0.800. (5) The reactants are C(OC([N:8]1[CH2:13][CH2:12][N:11]([C:14]2[CH:19]=[N:18][CH:17]=[C:16]([O:20][CH2:21][C:22]3[S:23][CH:24]=[C:25]([CH3:27])[N:26]=3)[N:15]=2)[CH2:10][CH2:9]1)=O)(C)(C)C.Cl. The catalyst is O1CCOCC1. The product is [CH3:27][C:25]1[N:26]=[C:22]([CH2:21][O:20][C:16]2[N:15]=[C:14]([N:11]3[CH2:10][CH2:9][NH:8][CH2:13][CH2:12]3)[CH:19]=[N:18][CH:17]=2)[S:23][CH:24]=1. The yield is 0.980. (6) The reactants are C(O[C:6]([N:8]1[CH2:13][CH2:12][C:11]2[N:14]([CH2:25][CH2:26][CH2:27]O)[N:15]=[C:16]([C:17]3[CH:22]=[CH:21][C:20]([Cl:23])=[C:19](I)[CH:18]=3)[C:10]=2[CH2:9]1)=[O:7])(C)(C)C.C(OC(N1CCC2N[N:43]=[C:44]([C:45]3[CH:50]=[CH:49][C:48]([Cl:51])=[C:47](I)[CH:46]=3)C=2C1)=O)(C)(C)C.[C:53]([O-:56])([O-])=O.[Cs+].[Cs+].Br[CH2:60][CH2:61][CH2:62]O. The catalyst is CN(C=O)C.O. The product is [Cl:23][C:20]1[CH:21]=[CH:22][C:17]([C:16]2[C:10]3[CH2:9][N:8]([C:6](=[O:7])[C:6]([NH2:8])=[O:7])[CH2:13][CH2:12][C:11]=3[N:14]([CH2:25][CH2:26][CH2:27][N:14]3[CH2:25][CH2:53][O:56][CH2:10][CH2:11]3)[N:15]=2)=[CH:18][C:19]=1[C:21]#[C:22][C:17]1[CH:16]=[CH:62][C:61]([CH2:60][NH:43][CH2:44][C:45]2[CH:46]=[CH:47][C:48]([Cl:51])=[CH:49][CH:50]=2)=[CH:19][CH:18]=1. The yield is 0.740. (7) The reactants are [NH2:1][C:2]1[C:7]([F:8])=[C:6]([C:9]2[CH:14]=[CH:13][C:12]([Cl:15])=[C:11]([O:16][CH3:17])[C:10]=2[F:18])[N:5]=[C:4]([C:19]([O:21][CH:22]([CH3:24])[CH3:23])=[O:20])[CH:3]=1.CCCCCC.S(Cl)([Cl:34])(=O)=O. No catalyst specified. The product is [NH2:1][C:2]1[C:7]([F:8])=[C:6]([C:9]2[CH:14]=[CH:13][C:12]([Cl:15])=[C:11]([O:16][CH3:17])[C:10]=2[F:18])[N:5]=[C:4]([C:19]([O:21][CH:22]([CH3:24])[CH3:23])=[O:20])[C:3]=1[Cl:34]. The yield is 0.580. (8) The product is [CH3:1][O:2][C:3]([C:5]1[C:6]([NH:17][C:18]2[CH:23]=[CH:22][C:21]([Br:24])=[CH:20][C:19]=2[Cl:25])=[C:7]([Cl:16])[C:8]2[N:9]([C:11]([CH2:14][NH:31][CH3:30])=[CH:12][N:13]=2)[CH:10]=1)=[O:4]. The yield is 0.460. No catalyst specified. The reactants are [CH3:1][O:2][C:3]([C:5]1[C:6]([NH:17][C:18]2[CH:23]=[CH:22][C:21]([Br:24])=[CH:20][C:19]=2[Cl:25])=[C:7]([Cl:16])[C:8]2[N:9]([C:11]([CH:14]=O)=[CH:12][N:13]=2)[CH:10]=1)=[O:4].C(O)(=O)C.[CH3:30][NH2:31].C(O[BH-](OC(=O)C)OC(=O)C)(=O)C.[Na+]. (9) The reactants are [Cl:1][C:2]1[CH:3]=[C:4]([C@@H:9]2[CH2:14][CH2:13][CH2:12][N:11](C(=O)[C@H](OC)C3C=CC=CC=3)[CH2:10]2)[CH:5]=[C:6]([Cl:8])[CH:7]=1.[Li+].[B-](CC)(CC)CC.Cl. The catalyst is C1COCC1. The product is [Cl:1][C:2]1[CH:3]=[C:4]([CH:9]2[CH2:14][CH2:13][CH2:12][NH:11][CH2:10]2)[CH:5]=[C:6]([Cl:8])[CH:7]=1. The yield is 0.670.